This data is from Peptide-MHC class I binding affinity with 185,985 pairs from IEDB/IMGT. The task is: Regression. Given a peptide amino acid sequence and an MHC pseudo amino acid sequence, predict their binding affinity value. This is MHC class I binding data. (1) The peptide sequence is RFVKFNDYRK. The MHC is HLA-A11:01 with pseudo-sequence HLA-A11:01. The binding affinity (normalized) is 0.440. (2) The binding affinity (normalized) is 0.0847. The MHC is HLA-B39:01 with pseudo-sequence HLA-B39:01. The peptide sequence is MVAKYDLLV. (3) The peptide sequence is RWASGVSEI. The MHC is HLA-B39:01 with pseudo-sequence HLA-B39:01. The binding affinity (normalized) is 0.0847. (4) The peptide sequence is VLLPGLPYL. The MHC is HLA-E01:03 with pseudo-sequence HLA-E01:03. The binding affinity (normalized) is 0.169. (5) The peptide sequence is KMFHGGLRY. The MHC is HLA-B08:02 with pseudo-sequence HLA-B08:02. The binding affinity (normalized) is 0.0847.